Dataset: Reaction yield outcomes from USPTO patents with 853,638 reactions. Task: Predict the reaction yield, written as a fraction of the theoretical maximum amount of product (1.0 means a 100% yield; for example, 0.34 means a 34% yield). (1) The reactants are C([O:3][C:4]([C:6]1[CH:7]=[CH:8][N:9]2[C:14]=1[CH2:13][CH2:12][CH2:11][CH2:10]2)=[O:5])C.O.[OH-].[K+].Cl. The catalyst is CO. The product is [C:6]1([C:4]([OH:5])=[O:3])[CH:7]=[CH:8][N:9]2[C:14]=1[CH2:13][CH2:12][CH2:11][CH2:10]2. The yield is 0.790. (2) The reactants are [Cl:1][C:2]1[CH:3]=[C:4]([C:9]([C:12]2[N:16]([C:17]3[CH:22]=[CH:21][C:20]([F:23])=[CH:19][CH:18]=3)[C:15](S)=[N:14][CH:13]=2)([CH3:11])[CH3:10])[CH:5]=[CH:6][C:7]=1[Cl:8].OO.[OH-].[Na+]. The catalyst is C(Cl)Cl.CC(O)=O. The product is [Cl:1][C:2]1[CH:3]=[C:4]([C:9]([C:12]2[N:16]([C:17]3[CH:18]=[CH:19][C:20]([F:23])=[CH:21][CH:22]=3)[CH:15]=[N:14][CH:13]=2)([CH3:11])[CH3:10])[CH:5]=[CH:6][C:7]=1[Cl:8]. The yield is 0.690. (3) The reactants are C(Cl)(=O)C(Cl)=O.CN(C)C=O.[C:12]([O:16][C:17]([N:19]1[CH2:24][CH2:23][O:22][CH2:21][CH:20]1[C:25](=O)[NH2:26])=[O:18])([CH3:15])([CH3:14])[CH3:13].N1C=CC=CC=1. The yield is 0.980. The product is [C:25]([CH:20]1[CH2:21][O:22][CH2:23][CH2:24][N:19]1[C:17]([O:16][C:12]([CH3:15])([CH3:14])[CH3:13])=[O:18])#[N:26]. The catalyst is C(#N)C. (4) The reactants are [Cl-].[Cl-].[Cl-].[Al+3].[C:5]1([CH:13]=[CH:12][CH:11]=[C:9]([OH:10])[C:7]=1O)[OH:6].[CH2:14]([O:21][CH2:22][C:23](Cl)=[O:24])[C:15]1[CH:20]=[CH:19][CH:18]=[CH:17][CH:16]=1.Cl.CC[O:29]CC. The catalyst is ClCCl. The product is [CH2:14]([O:21][CH2:22][C:23]([C:13]1[C:12]([OH:29])=[CH:11][C:9]([OH:10])=[CH:7][C:5]=1[OH:6])=[O:24])[C:15]1[CH:20]=[CH:19][CH:18]=[CH:17][CH:16]=1. The yield is 0.322. (5) The reactants are [C:1]([O:5][C:6]([N:8]1[CH:13]([C:14]([F:17])([F:16])[F:15])[CH2:12][N:11]2[N:18]=[C:19]([I:24])[C:20]([C:21](O)=[O:22])=[C:10]2[CH2:9]1)=[O:7])([CH3:4])([CH3:3])[CH3:2].[NH4+].[Cl-].C[N:28](C(ON1N=NC2C=CC=NC1=2)=[N+](C)C)C.F[P-](F)(F)(F)(F)F.CCN(C(C)C)C(C)C. The catalyst is CN(C=O)C.O. The product is [C:21]([C:20]1[C:19]([I:24])=[N:18][N:11]2[CH2:12][CH:13]([C:14]([F:17])([F:16])[F:15])[N:8]([C:6]([O:5][C:1]([CH3:3])([CH3:2])[CH3:4])=[O:7])[CH2:9][C:10]=12)(=[O:22])[NH2:28]. The yield is 0.500. (6) The reactants are [Cl:1][C:2]1[C:14]([Cl:15])=[CH:13][C:5]2[O:6][CH:7]([C:10]([OH:12])=O)[CH2:8][O:9][C:4]=2[CH:3]=1.[F:16][C:17]1[CH:30]=[CH:29][C:20]([CH2:21][N:22]2[CH2:27][CH2:26][NH:25][C@H:24]([CH3:28])[CH2:23]2)=[CH:19][CH:18]=1.CCN=C=NCCCN(C)C.C1C=CC2N(O)N=NC=2C=1.CCN(C(C)C)C(C)C. The catalyst is ClCCl.O. The product is [Cl:1][C:2]1[C:14]([Cl:15])=[CH:13][C:5]2[O:6][CH:7]([C:10]([N:25]3[CH2:26][CH2:27][N:22]([CH2:21][C:20]4[CH:29]=[CH:30][C:17]([F:16])=[CH:18][CH:19]=4)[CH2:23][C@H:24]3[CH3:28])=[O:12])[CH2:8][O:9][C:4]=2[CH:3]=1. The yield is 0.118. (7) The yield is 0.940. The catalyst is O1CCCC1.C(OCC)(=O)C. The product is [C:29]([O:26][C@@H:24]([C:22]1[O:23][C:19]([C:16]2[CH:17]=[CH:18][C:13]3[O:12][CH:11]=[C:10]([C:6]4[CH:7]=[CH:8][CH:9]=[C:4]([O:3][C:2]([F:27])([F:1])[F:28])[CH:5]=4)[C:14]=3[CH:15]=2)=[N:20][N:21]=1)[CH3:25])(=[O:31])[CH3:30]. The reactants are [F:1][C:2]([F:28])([F:27])[O:3][C:4]1[CH:5]=[C:6]([C:10]2[C:14]3[CH:15]=[C:16]([C:19]4[O:23][C:22]([C@@H:24]([OH:26])[CH3:25])=[N:21][N:20]=4)[CH:17]=[CH:18][C:13]=3[O:12][CH:11]=2)[CH:7]=[CH:8][CH:9]=1.[C:29](O)(=[O:31])[CH3:30].C1(P(C2C=CC=CC=2)C2C=CC=CC=2)C=CC=CC=1.N(C(OCC)=O)=NC(OCC)=O.C1(C)C=CC=CC=1. (8) The reactants are I[CH2:2][CH2:3][CH2:4][CH2:5][CH3:6].[F:7][C:8]([F:36])([F:35])[C:9]1[CH:34]=[CH:33][CH:32]=[CH:31][C:10]=1[C:11]([N:13]1[CH2:18][CH2:17][N:16]([C:19]2[N:24]=[N:23][C:22]([N:25]3[CH2:29][CH2:28][NH:27][C:26]3=[O:30])=[CH:21][CH:20]=2)[CH2:15][CH2:14]1)=[O:12]. No catalyst specified. The product is [CH2:2]([N:27]1[CH2:28][CH2:29][N:25]([C:22]2[N:23]=[N:24][C:19]([N:16]3[CH2:17][CH2:18][N:13]([C:11](=[O:12])[C:10]4[CH:31]=[CH:32][CH:33]=[CH:34][C:9]=4[C:8]([F:35])([F:36])[F:7])[CH2:14][CH2:15]3)=[CH:20][CH:21]=2)[C:26]1=[O:30])[CH2:3][CH2:4][CH2:5][CH3:6]. The yield is 0.130. (9) The reactants are [Br:1][C:2]1[CH:7]=[CH:6][C:5]([CH:8]([CH2:12][CH:13]2[CH2:17][CH2:16][CH2:15][CH2:14]2)[C:9]([OH:11])=O)=[CH:4][CH:3]=1.C(Cl)(=O)C(Cl)=O.[NH2:24][C:25]1[S:26][CH:27]=[CH:28][N:29]=1.C(N(CC)C(C)C)(C)C. The catalyst is C(Cl)Cl.CN(C)C=O. The product is [Br:1][C:2]1[CH:3]=[CH:4][C:5]([CH:8]([CH2:12][CH:13]2[CH2:17][CH2:16][CH2:15][CH2:14]2)[C:9]([NH:24][C:25]2[S:26][CH:27]=[CH:28][N:29]=2)=[O:11])=[CH:6][CH:7]=1. The yield is 0.950.